This data is from Catalyst prediction with 721,799 reactions and 888 catalyst types from USPTO. The task is: Predict which catalyst facilitates the given reaction. Reactant: [CH:1]1([C:4]2[C:5]([NH:24][S:25]([CH3:28])(=[O:27])=[O:26])=[CH:6][C:7]3[O:11][C:10]([C:12]4[CH:17]=[CH:16][C:15]([F:18])=[CH:14][CH:13]=4)=[C:9]([C:19]([NH:21][CH3:22])=[O:20])[C:8]=3[CH:23]=2)[CH2:3][CH2:2]1.[CH2:29]([O:36][C:37]1[CH:42]=[CH:41][C:40](B(O)O)=[CH:39][C:38]=1[Cl:46])[C:30]1[CH:35]=[CH:34][CH:33]=[CH:32][CH:31]=1.C(N(CC)CC)C. Product: [CH2:29]([O:36][C:37]1[CH:42]=[CH:41][C:40]([N:24]([C:5]2[C:4]([CH:1]3[CH2:3][CH2:2]3)=[CH:23][C:8]3[C:9]([C:19]([NH:21][CH3:22])=[O:20])=[C:10]([C:12]4[CH:17]=[CH:16][C:15]([F:18])=[CH:14][CH:13]=4)[O:11][C:7]=3[CH:6]=2)[S:25]([CH3:28])(=[O:27])=[O:26])=[CH:39][C:38]=1[Cl:46])[C:30]1[CH:31]=[CH:32][CH:33]=[CH:34][CH:35]=1. The catalyst class is: 302.